Dataset: NCI-60 drug combinations with 297,098 pairs across 59 cell lines. Task: Regression. Given two drug SMILES strings and cell line genomic features, predict the synergy score measuring deviation from expected non-interaction effect. (1) Drug 1: CCC1(CC2CC(C3=C(CCN(C2)C1)C4=CC=CC=C4N3)(C5=C(C=C6C(=C5)C78CCN9C7C(C=CC9)(C(C(C8N6C)(C(=O)OC)O)OC(=O)C)CC)OC)C(=O)OC)O.OS(=O)(=O)O. Drug 2: CC(C)(C#N)C1=CC(=CC(=C1)CN2C=NC=N2)C(C)(C)C#N. Cell line: PC-3. Synergy scores: CSS=-1.36, Synergy_ZIP=5.21, Synergy_Bliss=1.16, Synergy_Loewe=-3.13, Synergy_HSA=-2.39. (2) Drug 1: C1=CN(C(=O)N=C1N)C2C(C(C(O2)CO)O)O.Cl. Drug 2: CC1C(C(CC(O1)OC2CC(CC3=C2C(=C4C(=C3O)C(=O)C5=C(C4=O)C(=CC=C5)OC)O)(C(=O)CO)O)N)O.Cl. Cell line: U251. Synergy scores: CSS=44.5, Synergy_ZIP=-3.80, Synergy_Bliss=-3.69, Synergy_Loewe=-5.50, Synergy_HSA=2.23. (3) Drug 1: COC1=NC(=NC2=C1N=CN2C3C(C(C(O3)CO)O)O)N. Drug 2: C1C(C(OC1N2C=NC(=NC2=O)N)CO)O. Cell line: MOLT-4. Synergy scores: CSS=75.9, Synergy_ZIP=0.430, Synergy_Bliss=0.373, Synergy_Loewe=2.73, Synergy_HSA=4.80.